From a dataset of Reaction yield outcomes from USPTO patents with 853,638 reactions. Predict the reaction yield, written as a fraction of the theoretical maximum amount of product (1.0 means a 100% yield; for example, 0.34 means a 34% yield). The reactants are Cl[CH2:2][C:3](=O)[CH2:4][C:5]([O:7][CH2:8][CH3:9])=[O:6].[CH:11]1([C:14]([NH2:16])=[O:15])[CH2:13][CH2:12]1. The catalyst is C1(C)C=CC=CC=1.O1CCOCC1. The product is [CH:11]1([C:14]2[O:15][CH:2]=[C:3]([CH2:4][C:5]([O:7][CH2:8][CH3:9])=[O:6])[N:16]=2)[CH2:13][CH2:12]1. The yield is 0.500.